Predict the reactants needed to synthesize the given product. From a dataset of Full USPTO retrosynthesis dataset with 1.9M reactions from patents (1976-2016). (1) Given the product [CH2:1]([C@:8]1([C:23]([NH:25][CH2:26][C:27]([C:29]2[CH:34]=[C:33]([O:35][CH3:36])[CH:32]=[C:31]([O:37][CH3:38])[CH:30]=2)=[O:28])=[O:24])[O:12][C:11](=[O:13])[N:10]([C@@H:14]([C:16]2[CH:17]=[CH:18][CH:19]=[CH:20][CH:21]=2)[CH3:15])[C:9]1=[O:22])[C:2]1[CH:7]=[CH:6][CH:5]=[CH:4][CH:3]=1, predict the reactants needed to synthesize it. The reactants are: [CH2:1]([C@:8]1([C:23]([NH:25][CH2:26][CH:27]([C:29]2[CH:34]=[C:33]([O:35][CH3:36])[CH:32]=[C:31]([O:37][CH3:38])[CH:30]=2)[OH:28])=[O:24])[O:12][C:11](=[O:13])[N:10]([C@@H:14]([C:16]2[CH:21]=[CH:20][CH:19]=[CH:18][CH:17]=2)[CH3:15])[C:9]1=[O:22])[C:2]1[CH:7]=[CH:6][CH:5]=[CH:4][CH:3]=1.CC(OI1(OC(C)=O)(OC(C)=O)OC(=O)C2C=CC=CC1=2)=O.C(=O)(O)[O-].[Na+].S([O-])([O-])(=O)=S.[Na+].[Na+]. (2) Given the product [OH:1][CH:2]1[CH2:8][CH:7]2[N:9]([CH2:10][CH2:11][N:12]3[CH2:17][CH2:16][CH:15]([NH:18][C:19]([C:21]4[NH:22][C:23]5[C:28]([CH:29]=4)=[C:27]([C:36]4[CH:37]=[N:38][C:33]([O:32][CH3:31])=[CH:34][CH:35]=4)[CH:26]=[CH:25][CH:24]=5)=[O:20])[CH2:14][CH2:13]3)[CH:4]([CH2:5][CH2:6]2)[CH2:3]1, predict the reactants needed to synthesize it. The reactants are: [OH:1][CH:2]1[CH2:8][CH:7]2[N:9]([CH2:10][CH2:11][N:12]3[CH2:17][CH2:16][CH:15]([NH:18][C:19]([C:21]4[NH:22][C:23]5[C:28]([CH:29]=4)=[C:27](Br)[CH:26]=[CH:25][CH:24]=5)=[O:20])[CH2:14][CH2:13]3)[CH:4]([CH2:5][CH2:6]2)[CH2:3]1.[CH3:31][O:32][C:33]1[N:38]=[CH:37][C:36](B(O)O)=[CH:35][CH:34]=1.